This data is from Forward reaction prediction with 1.9M reactions from USPTO patents (1976-2016). The task is: Predict the product of the given reaction. (1) Given the reactants [H-].[Na+].[N+:3]([C:6]1[CH:7]=[C:8]([CH:18]=[CH:19][CH:20]=1)[CH2:9]P(=O)(OCC)OCC)([O-:5])=[O:4].[N:21]1[C:30]2[C:25](=[CH:26][CH:27]=[CH:28][CH:29]=2)[C:24]([CH:31]=O)=[CH:23][CH:22]=1.C(=O)(O)[O-].[Na+], predict the reaction product. The product is: [N+:3]([C:6]1[CH:7]=[C:8](/[CH:9]=[CH:31]/[C:24]2[C:25]3[C:30](=[CH:29][CH:28]=[CH:27][CH:26]=3)[N:21]=[CH:22][CH:23]=2)[CH:18]=[CH:19][CH:20]=1)([O-:5])=[O:4]. (2) Given the reactants [NH2:1][CH2:2][CH2:3][N:4]([CH3:12])[C:5](=[O:11])[O:6][C:7]([CH3:10])([CH3:9])[CH3:8].C[Al](C)C.C[O:18][C:19]([C:21]1[S:22][CH:23]=[CH:24][C:25]=1[NH:26][C:27]1[C:28]2[CH:35]=[CH:34][NH:33][C:29]=2[N:30]=[CH:31][N:32]=1)=O.O, predict the reaction product. The product is: [CH3:12][N:4]([CH2:3][CH2:2][NH:1][C:19]([C:21]1[S:22][CH:23]=[CH:24][C:25]=1[NH:26][C:27]1[C:28]2[CH:35]=[CH:34][NH:33][C:29]=2[N:30]=[CH:31][N:32]=1)=[O:18])[C:5](=[O:11])[O:6][C:7]([CH3:8])([CH3:9])[CH3:10]. (3) Given the reactants [Cl:1][C:2]1[CH:3]=[CH:4][C:5]2[O:9][C:8]([CH:10]([NH:15][C:16]3[CH:21]=[CH:20][C:19]([C:22]([NH:24][CH2:25][CH2:26][C:27]([O:29]CC)=[O:28])=[O:23])=[CH:18][CH:17]=3)[CH2:11][CH:12]([CH3:14])[CH3:13])=[C:7]([CH3:32])[C:6]=2[CH:33]=1.O1CCCC1.[OH-].[Na+], predict the reaction product. The product is: [Cl:1][C:2]1[CH:3]=[CH:4][C:5]2[O:9][C:8]([C@@H:10]([NH:15][C:16]3[CH:21]=[CH:20][C:19]([C:22]([NH:24][CH2:25][CH2:26][C:27]([OH:29])=[O:28])=[O:23])=[CH:18][CH:17]=3)[CH2:11][CH:12]([CH3:14])[CH3:13])=[C:7]([CH3:32])[C:6]=2[CH:33]=1. (4) Given the reactants Br[C:2]1[CH:28]=[CH:27][C:5](/[CH:6]=[CH:7]/[C:8]2[CH:26]=[CH:25][C:11]([N:12]([C:19]3[CH:24]=[CH:23][CH:22]=[CH:21][CH:20]=3)[C:13]3[CH:18]=[CH:17][CH:16]=[CH:15][CH:14]=3)=[CH:10][CH:9]=2)=[CH:4][CH:3]=1.[Li]CCCC.Cl[P:35]([C:42]1[CH:47]=[CH:46][CH:45]=[CH:44][CH:43]=1)[C:36]1[CH:41]=[CH:40][CH:39]=[CH:38][CH:37]=1.Cl.C1C[O:52]CC1, predict the reaction product. The product is: [C:13]1([N:12]([C:19]2[CH:24]=[CH:23][CH:22]=[CH:21][CH:20]=2)[C:11]2[CH:25]=[CH:26][C:8](/[CH:7]=[CH:6]/[C:5]3[CH:27]=[CH:28][C:2]([P:35](=[O:52])([C:42]4[CH:47]=[CH:46][CH:45]=[CH:44][CH:43]=4)[C:36]4[CH:41]=[CH:40][CH:39]=[CH:38][CH:37]=4)=[CH:3][CH:4]=3)=[CH:9][CH:10]=2)[CH:18]=[CH:17][CH:16]=[CH:15][CH:14]=1. (5) Given the reactants [N+](=[CH2:3])=[N-].[CH2:4]=[C:5]([C:7]1[CH:8]=[C:9]2[C:13](=[CH:14][CH:15]=1)[N:12]([CH:16]1[CH2:21][CH2:20][CH2:19][CH2:18][O:17]1)[N:11]=[C:10]2[C:22]1[N:27]=[C:26]([O:28][C@H:29]2[CH2:36][N:35]([C:37]([O:39][C:40]([CH3:43])([CH3:42])[CH3:41])=[O:38])[CH2:34][CH2:33][C:30]32[CH2:32][CH2:31]3)[CH:25]=[N:24][CH:23]=1)[CH3:6].CC(O)=O, predict the reaction product. The product is: [CH3:4][C:5]1([C:7]2[CH:8]=[C:9]3[C:13](=[CH:14][CH:15]=2)[N:12]([CH:16]2[CH2:21][CH2:20][CH2:19][CH2:18][O:17]2)[N:11]=[C:10]3[C:22]2[N:27]=[C:26]([O:28][C@H:29]3[CH2:36][N:35]([C:37]([O:39][C:40]([CH3:43])([CH3:42])[CH3:41])=[O:38])[CH2:34][CH2:33][C:30]43[CH2:32][CH2:31]4)[CH:25]=[N:24][CH:23]=2)[CH2:3][CH2:6]1.